This data is from Forward reaction prediction with 1.9M reactions from USPTO patents (1976-2016). The task is: Predict the product of the given reaction. (1) Given the reactants [NH:1]1[C:9]2[C:4](=[CH:5][CH:6]=[CH:7][CH:8]=2)[C:3]([CH2:10][NH2:11])=[CH:2]1.CCN(CC)CC.[C:19](Cl)(=[O:22])[CH2:20][CH3:21], predict the reaction product. The product is: [NH:1]1[C:9]2[C:4](=[CH:5][CH:6]=[CH:7][CH:8]=2)[C:3]([CH2:10][NH:11][C:19](=[O:22])[CH2:20][CH3:21])=[CH:2]1. (2) Given the reactants [CH:1]([C:3]1[CH:15]=[CH:14][C:13]([O:16][CH3:17])=[CH:12][C:4]=1[O:5][CH2:6][C:7]([O:9][CH2:10][CH3:11])=[O:8])=O.C1CCN2C(=NCCC2)CC1.CO, predict the reaction product. The product is: [CH3:17][O:16][C:13]1[CH:14]=[CH:15][C:3]2[CH:1]=[C:6]([C:7]([O:9][CH2:10][CH3:11])=[O:8])[O:5][C:4]=2[CH:12]=1.